Predict the reaction yield, written as a fraction of the theoretical maximum amount of product (1.0 means a 100% yield; for example, 0.34 means a 34% yield). From a dataset of Reaction yield outcomes from USPTO patents with 853,638 reactions. (1) The product is [CH2:1]([O:3][C:4]([C:6]1([CH2:19][CH:20]=[O:24])[CH2:7][CH2:8][N:9]([C:12]([O:14][C:15]([CH3:18])([CH3:16])[CH3:17])=[O:13])[CH2:10][CH2:11]1)=[O:5])[CH3:2]. The catalyst is CC(O)C.O.O=[Os](=O)(=O)=O. The yield is 0.340. The reactants are [CH2:1]([O:3][C:4]([C:6]1([CH2:19][CH:20]=C)[CH2:11][CH2:10][N:9]([C:12]([O:14][C:15]([CH3:18])([CH3:17])[CH3:16])=[O:13])[CH2:8][CH2:7]1)=[O:5])[CH3:2].CC[O:24]C(C)=O. (2) The reactants are [C:1]([C:5]1[CH:6]=[C:7]([NH2:14])[C:8]([O:12][CH3:13])=[C:9]([NH2:11])[CH:10]=1)([CH3:4])([CH3:3])[CH3:2].C(N(CC)CC)C.[CH3:22][S:23](Cl)(=[O:25])=[O:24].C(=O)(O)[O-].[Na+]. The catalyst is C(Cl)Cl. The product is [NH2:14][C:7]1[C:8]([O:12][CH3:13])=[C:9]([NH:11][S:23]([CH3:22])(=[O:25])=[O:24])[CH:10]=[C:5]([C:1]([CH3:4])([CH3:2])[CH3:3])[CH:6]=1. The yield is 0.870. (3) The reactants are Cl.[C:2](=[NH:6])([NH2:5])[CH2:3][CH3:4].C[O-].[Na+].[C:10]([C:12]1[CH:17]=[CH:16][CH:15]=[CH:14][C:13]=1[C:18]1[CH:23]=[CH:22][C:21]([CH2:24][CH:25]([C:30](=O)[CH2:31][CH2:32][CH2:33][CH3:34])[C:26](OC)=[O:27])=[CH:20][CH:19]=1)#[N:11]. The catalyst is CO. The product is [CH2:31]([C:30]1[N:6]=[C:2]([CH2:3][CH3:4])[NH:5][C:26](=[O:27])[C:25]=1[CH2:24][C:21]1[CH:20]=[CH:19][C:18]([C:13]2[C:12]([C:10]#[N:11])=[CH:17][CH:16]=[CH:15][CH:14]=2)=[CH:23][CH:22]=1)[CH2:32][CH2:33][CH3:34]. The yield is 0.830. (4) The reactants are [NH2:1][C:2]1[N:7]=[C:6](Cl)[CH:5]=[C:4]([CH3:9])[N:3]=1.[NH2:10][C@H:11]1[CH2:16][CH2:15][C@H:14]([OH:17])[CH2:13][CH2:12]1.C(=O)([O-])[O-].[K+].[K+].C(N(C(C)C)CC)(C)C. The catalyst is CC(N(C)C)=O.C(OCC)(=O)C. The product is [NH2:1][C:2]1[N:7]=[C:6]([NH:10][C@H:11]2[CH2:16][CH2:15][C@H:14]([OH:17])[CH2:13][CH2:12]2)[CH:5]=[C:4]([CH3:9])[N:3]=1. The yield is 0.990. (5) The reactants are [F:1][C:2]1[C:9]([C:10]([F:13])([F:12])[F:11])=[CH:8][CH:7]=[CH:6][C:3]=1[CH:4]=[O:5].[N+:14]([O-])([OH:16])=[O:15]. The catalyst is S(=O)(=O)(O)O. The product is [F:1][C:2]1[C:9]([C:10]([F:11])([F:12])[F:13])=[CH:8][C:7]([N+:14]([O-:16])=[O:15])=[CH:6][C:3]=1[CH:4]=[O:5]. The yield is 0.580. (6) The reactants are [C:1](=[O:4])([O-])O.[Na+].I[C:7]1[C:12]([O:13][C:14]2[C:23]3[C:18](=[CH:19][C:20]([O:26][CH3:27])=[C:21]([O:24][CH3:25])[CH:22]=3)[N:17]=[CH:16][CH:15]=2)=[CH:11][CH:10]=[C:9]([CH3:28])[N:8]=1.[OH-].[Na+]. The catalyst is C1(C)C=CC=CC=1. The product is [CH3:25][O:24][C:21]1[CH:22]=[C:23]2[C:18](=[CH:19][C:20]=1[O:26][CH3:27])[N:17]=[CH:16][CH:15]=[C:14]2[O:13][C:12]1[C:7]([C:18]2[CH:19]=[C:20]([CH2:1][OH:4])[CH:21]=[CH:22][CH:23]=2)=[N:8][C:9]([CH3:28])=[CH:10][CH:11]=1. The yield is 0.430. (7) The reactants are [C:1]([C:3]1[C:4]([C:20]([F:23])([F:22])[F:21])=[C:5]2[C:9](=[CH:10][CH:11]=1)[N:8]([CH2:12][C:13](=[NH:16])[NH:14][OH:15])[C:7]([CH2:17][CH2:18][CH3:19])=[CH:6]2)#[N:2].[F:24][C:25]1[CH:33]=[CH:32][C:31]([C:34]([F:37])([F:36])[F:35])=[CH:30][C:26]=1[C:27](Cl)=O.C(N(CC)C(C)C)(C)C. The catalyst is C(#N)C. The product is [F:24][C:25]1[CH:33]=[CH:32][C:31]([C:34]([F:35])([F:36])[F:37])=[CH:30][C:26]=1[C:27]1[O:15][N:14]=[C:13]([CH2:12][N:8]2[C:9]3[C:5](=[C:4]([C:20]([F:22])([F:23])[F:21])[C:3]([C:1]#[N:2])=[CH:11][CH:10]=3)[CH:6]=[C:7]2[CH2:17][CH2:18][CH3:19])[N:16]=1. The yield is 0.450. (8) The reactants are [CH3:1][O:2][C:3]([C:5]1[N:6]=[N:7][C:8]([NH:11][NH:12][C:13](=O)[CH:14]([C:16]2[CH:17]=[C:18]3[C:23](=[CH:24][CH:25]=2)[N:22]=[CH:21][CH:20]=[CH:19]3)[CH3:15])=[CH:9][CH:10]=1)=[O:4]. The catalyst is CC(O)=O. The product is [CH3:1][O:2][C:3]([C:5]1[CH:10]=[CH:9][C:8]2[N:7]([C:13]([CH:14]([C:16]3[CH:17]=[C:18]4[C:23](=[CH:24][CH:25]=3)[N:22]=[CH:21][CH:20]=[CH:19]4)[CH3:15])=[N:12][N:11]=2)[N:6]=1)=[O:4]. The yield is 0.780.